The task is: Predict which catalyst facilitates the given reaction.. This data is from Catalyst prediction with 721,799 reactions and 888 catalyst types from USPTO. (1) Reactant: [CH3:1][C:2]12[O:13][C:8]([CH3:14])([CH2:9][C:10](=[O:12])[CH2:11]1)[CH:7]1[CH:3]2[O:4][C:5]([CH3:16])([CH3:15])[O:6]1.C([N-]C(C)C)(C)C.[Li+].[F:25][C:26]([F:41])([C:37]([F:40])([F:39])[F:38])[C:27]([F:36])([F:35])[C:28]([F:34])([F:33])[S:29](F)(=[O:31])=[O:30]. Product: [CH3:14][C:8]12[O:13][C:2]([CH3:1])([CH:11]=[C:10]([O:12][S:29]([C:28]([F:33])([F:34])[C:27]([F:35])([F:36])[C:26]([F:25])([F:41])[C:37]([F:40])([F:39])[F:38])(=[O:31])=[O:30])[CH2:9]1)[CH:3]1[CH:7]2[O:6][C:5]([CH3:16])([CH3:15])[O:4]1. The catalyst class is: 20. (2) The catalyst class is: 4. Product: [F:31][C:32]([F:37])([F:36])[C:33]([OH:35])=[O:34].[CH:1]1([C:4]2[N:13]=[C:12]([N:14]3[CH2:15][CH2:16][NH:17][CH2:18][CH2:19]3)[C:11]3[C:6](=[CH:7][C:8]([O:29][CH3:30])=[C:9]([O:27][CH3:28])[CH:10]=3)[N:5]=2)[CH2:3][CH2:2]1. Reactant: [CH:1]1([C:4]2[N:13]=[C:12]([N:14]3[CH2:19][CH2:18][N:17](C(OC(C)(C)C)=O)[CH2:16][CH2:15]3)[C:11]3[C:6](=[CH:7][C:8]([O:29][CH3:30])=[C:9]([O:27][CH3:28])[CH:10]=3)[N:5]=2)[CH2:3][CH2:2]1.[F:31][C:32]([F:37])([F:36])[C:33]([OH:35])=[O:34]. (3) Reactant: [C:1]([O:5][CH:6]([C:12]1[C:21]([CH3:22])=[CH:20][C:19]2[C:14](=[CH:15][CH:16]=[C:17]([O:23][CH3:24])[CH:18]=2)[C:13]=1[C:25]1[CH:30]=[CH:29][C:28]([Cl:31])=[CH:27][CH:26]=1)[C:7]([O:9]CC)=[O:8])([CH3:4])([CH3:3])[CH3:2].[OH-].[Li+]. Product: [C:1]([O:5][CH:6]([C:12]1[C:21]([CH3:22])=[CH:20][C:19]2[C:14](=[CH:15][CH:16]=[C:17]([O:23][CH3:24])[CH:18]=2)[C:13]=1[C:25]1[CH:30]=[CH:29][C:28]([Cl:31])=[CH:27][CH:26]=1)[C:7]([OH:9])=[O:8])([CH3:4])([CH3:2])[CH3:3]. The catalyst class is: 738. (4) Reactant: [S:1](=[O:5])(=[O:4])([OH:3])[OH:2].[S:6]1[CH:10]=[CH:9][C:8]2[C:11]([N:15]3[CH2:20][CH2:19][N:18]([CH2:21][CH2:22][CH2:23][CH2:24][O:25][C:26]4[CH:35]=[C:34]5[C:29]([CH:30]=[CH:31][C:32](=[O:36])[NH:33]5)=[CH:28][CH:27]=4)[CH2:17][CH2:16]3)=[CH:12][CH:13]=[CH:14][C:7]1=2. Product: [S:1]([OH:5])([OH:4])(=[O:3])=[O:2].[S:6]1[CH:10]=[CH:9][C:8]2[C:11]([N:15]3[CH2:16][CH2:17][N:18]([CH2:21][CH2:22][CH2:23][CH2:24][O:25][C:26]4[CH:35]=[C:34]5[C:29]([CH:30]=[CH:31][C:32](=[O:36])[NH:33]5)=[CH:28][CH:27]=4)[CH2:19][CH2:20]3)=[CH:12][CH:13]=[CH:14][C:7]1=2. The catalyst class is: 138. (5) Reactant: [Br:1][C:2]1[CH:3]=[C:4]([CH2:9][C:10]([OH:12])=[O:11])[CH:5]=[CH:6][C:7]=1[OH:8].[CH3:13]O. Product: [CH3:13][O:11][C:10](=[O:12])[CH2:9][C:4]1[CH:5]=[CH:6][C:7]([OH:8])=[C:2]([Br:1])[CH:3]=1. The catalyst class is: 309. (6) Reactant: [OH:1]OS([O-])=O.[K+].[Br:7][C:8]1[CH:13]=[C:12]([CH3:14])[C:11]([C:15]2[CH:16]=[C:17]([C:27]([NH2:29])=[O:28])[N:18]3[C:23]([S:24][CH3:25])=[CH:22][C:21]([CH3:26])=[N:20][C:19]=23)=[C:10]([CH3:30])[CH:9]=1. Product: [Br:7][C:8]1[CH:13]=[C:12]([CH3:14])[C:11]([C:15]2[CH:16]=[C:17]([C:27]([NH2:29])=[O:28])[N:18]3[C:23]([S:24]([CH3:25])=[O:1])=[CH:22][C:21]([CH3:26])=[N:20][C:19]=23)=[C:10]([CH3:30])[CH:9]=1. The catalyst class is: 97. (7) Reactant: [F:1][C:2]1[CH:3]=[C:4]([N:8]2[C@@:12]3([CH2:17][CH2:16][NH:15][C@@H:14]([CH3:18])[CH2:13]3)[C:11]([NH:19][CH3:20])=[N:10][C:9]2=[O:21])[CH:5]=[CH:6][CH:7]=1.C([O-])([O-])=O.[K+].[K+].[I:28][C:29]1[CH:30]=[C:31]([CH:34]=[CH:35][CH:36]=1)[CH2:32]Br. Product: [F:1][C:2]1[CH:3]=[C:4]([N:8]2[C@@:12]3([CH2:17][CH2:16][N:15]([CH2:32][C:31]4[CH:34]=[CH:35][CH:36]=[C:29]([I:28])[CH:30]=4)[C@@H:14]([CH3:18])[CH2:13]3)[C:11]([NH:19][CH3:20])=[N:10][C:9]2=[O:21])[CH:5]=[CH:6][CH:7]=1. The catalyst class is: 58.